Task: Predict the reactants needed to synthesize the given product.. Dataset: Full USPTO retrosynthesis dataset with 1.9M reactions from patents (1976-2016) The reactants are: [CH3:1][C@@H:2]1[N:6]([C:7]2[N:12]=[CH:11][CH:10]=[CH:9][N:8]=2)[C@H:5]([C:13]([O:15]CC)=[O:14])[CH2:4][CH2:3]1.[Li+].[OH-].Cl. Given the product [CH3:1][C@@H:2]1[N:6]([C:7]2[N:12]=[CH:11][CH:10]=[CH:9][N:8]=2)[C@H:5]([C:13]([OH:15])=[O:14])[CH2:4][CH2:3]1, predict the reactants needed to synthesize it.